This data is from NCI-60 drug combinations with 297,098 pairs across 59 cell lines. The task is: Regression. Given two drug SMILES strings and cell line genomic features, predict the synergy score measuring deviation from expected non-interaction effect. Drug 1: C1=CC(=CC=C1CC(C(=O)O)N)N(CCCl)CCCl.Cl. Drug 2: CCCCC(=O)OCC(=O)C1(CC(C2=C(C1)C(=C3C(=C2O)C(=O)C4=C(C3=O)C=CC=C4OC)O)OC5CC(C(C(O5)C)O)NC(=O)C(F)(F)F)O. Cell line: UACC62. Synergy scores: CSS=8.04, Synergy_ZIP=-4.44, Synergy_Bliss=-2.11, Synergy_Loewe=-2.65, Synergy_HSA=-1.74.